From a dataset of Reaction yield outcomes from USPTO patents with 853,638 reactions. Predict the reaction yield, written as a fraction of the theoretical maximum amount of product (1.0 means a 100% yield; for example, 0.34 means a 34% yield). (1) The reactants are [C:12]([O:11][C:9](O[C:9]([O:11][C:12]([CH3:15])([CH3:14])[CH3:13])=[O:10])=[O:10])([CH3:15])([CH3:14])[CH3:13].C(N(CC)CC)C.Cl.[NH2:24][CH2:25][C:26]1[CH:27]=[CH:28][C:29]([CH:32]([OH:37])[CH2:33][CH:34]([CH3:36])[CH3:35])=[N:30][CH:31]=1. The yield is 0.590. The product is [C:12]([O:11][C:9]([NH:24][CH2:25][C:26]1[CH:27]=[CH:28][C:29]([CH:32]([OH:37])[CH2:33][CH:34]([CH3:35])[CH3:36])=[N:30][CH:31]=1)=[O:10])([CH3:13])([CH3:14])[CH3:15]. The catalyst is ClCCl. (2) The reactants are C([N:8]1[CH2:14][C:13]2[N:15]=[CH:16][C:17]([C:19]3[CH2:23][CH2:22][CH2:21][CH:20]=3)=[N:18][C:12]=2[O:11][CH2:10][CH2:9]1)C1C=CC=CC=1.[Cl:24]C(OC(Cl)C)=O. The catalyst is C1(C)C=CC=CC=1. The product is [ClH:24].[C:19]1([C:17]2[CH:16]=[N:15][C:13]3[CH2:14][NH:8][CH2:9][CH2:10][O:11][C:12]=3[N:18]=2)[CH2:23][CH2:22][CH2:21][CH:20]=1. The yield is 0.500. (3) The reactants are [S:1]1[CH:5]=[CH:4][N:3]=[CH:2]1.Br[C:7]1[CH:12]=[CH:11][C:10]([O:13][CH3:14])=[CH:9][CH:8]=1. No catalyst specified. The product is [CH3:14][O:13][C:10]1[CH:11]=[CH:12][C:7]([C:2]2[S:1][CH:5]=[CH:4][N:3]=2)=[CH:8][CH:9]=1. The yield is 0.670. (4) The reactants are [CH3:1][C:2]1([CH3:38])[CH2:6][CH:5]([CH2:7][N:8]2[C:16]3[C:11](=[CH:12][C:13]([C:17]4[CH:18]=[N:19][N:20](C5CCCCO5)[CH:21]=4)=[CH:14][CH:15]=3)[CH:10]=[N:9]2)[CH2:4][N:3]1[C:28](=[O:37])[CH2:29][CH2:30][C:31]1[CH:36]=[CH:35][CH:34]=[CH:33][CH:32]=1.C1(C)C=CC(S(O)(=O)=O)=CC=1.C(=O)(O)[O-].[Na+]. The catalyst is CO.ClCCl. The product is [NH:19]1[CH:18]=[C:17]([C:13]2[CH:12]=[C:11]3[C:16](=[CH:15][CH:14]=2)[N:8]([CH2:7][CH:5]2[CH2:4][N:3]([C:28](=[O:37])[CH2:29][CH2:30][C:31]4[CH:32]=[CH:33][CH:34]=[CH:35][CH:36]=4)[C:2]([CH3:38])([CH3:1])[CH2:6]2)[N:9]=[CH:10]3)[CH:21]=[N:20]1. The yield is 0.780.